This data is from Forward reaction prediction with 1.9M reactions from USPTO patents (1976-2016). The task is: Predict the product of the given reaction. (1) Given the reactants Cl.[CH3:2][NH:3][CH3:4].[N+:5]([C:8]1[CH:16]=[CH:15][C:11]([CH2:12][CH2:13]Br)=[CH:10][CH:9]=1)([O-:7])=[O:6].C(N(CC)C(C)C)(C)C.ClCCl, predict the reaction product. The product is: [CH3:2][N:3]([CH3:4])[CH2:13][CH2:12][C:11]1[CH:15]=[CH:16][C:8]([N+:5]([O-:7])=[O:6])=[CH:9][CH:10]=1. (2) Given the reactants [NH2:1][C:2]1[CH:3]=[CH:4][C:5]([N:9]2[CH:13]=[CH:12][N:11]=[C:10]2[CH3:14])=[C:6]([F:8])[CH:7]=1.N1C=CC=CC=1.Cl[C:22]([O:24][CH2:25][C:26]1[CH:31]=[CH:30][CH:29]=[CH:28][CH:27]=1)=[O:23].C(=O)(O)[O-].[Na+], predict the reaction product. The product is: [CH2:25]([O:24][C:22]([NH:1][C:2]1[CH:3]=[CH:4][C:5]([N:9]2[CH:13]=[CH:12][N:11]=[C:10]2[CH3:14])=[C:6]([F:8])[CH:7]=1)=[O:23])[C:26]1[CH:31]=[CH:30][CH:29]=[CH:28][CH:27]=1. (3) Given the reactants [OH-].[K+].[CH2:3]([N:10]([C:23]([O:25][C:26]([CH3:29])([CH3:28])[CH3:27])=[O:24])[CH:11]1[CH2:17][CH2:16][CH2:15][C:14]2[CH:18]=[CH:19][C:20]([OH:22])=[CH:21][C:13]=2[CH2:12]1)[C:4]1[CH:9]=[CH:8][CH:7]=[CH:6][CH:5]=1.[CH3:30][O:31][CH2:32][CH2:33]Cl.C(=O)([O-])O.[Na+], predict the reaction product. The product is: [CH2:3]([N:10]([C:23]([O:25][C:26]([CH3:29])([CH3:28])[CH3:27])=[O:24])[CH:11]1[CH2:17][CH2:16][CH2:15][C:14]2[CH:18]=[CH:19][C:20]([O:22][CH2:33][CH2:32][O:31][CH3:30])=[CH:21][C:13]=2[CH2:12]1)[C:4]1[CH:5]=[CH:6][CH:7]=[CH:8][CH:9]=1. (4) Given the reactants [CH2:1]([N:8]1[N:17]=[C:16](Cl)[C:15]2[C:10](=[CH:11][CH:12]=[CH:13][CH:14]=2)[C:9]1=[O:19])[C:2]1[CH:7]=[CH:6][CH:5]=[CH:4][CH:3]=1.[CH3:20][O:21][C:22]1[CH:23]=[C:24]([CH:26]=[C:27]([O:31][CH3:32])[C:28]=1[O:29][CH3:30])[NH2:25].C1(P(C2C=CC=CC=2)C2C=CC3C(=CC=CC=3)C=2C2C3C(=CC=CC=3)C=CC=2P(C2C=CC=CC=2)C2C=CC=CC=2)C=CC=CC=1.CC(C)([O-])C.[K+], predict the reaction product. The product is: [CH2:1]([N:8]1[N:17]=[C:16]([NH:25][C:24]2[CH:26]=[C:27]([O:31][CH3:32])[C:28]([O:29][CH3:30])=[C:22]([O:21][CH3:20])[CH:23]=2)[C:15]2[C:10](=[CH:11][CH:12]=[CH:13][CH:14]=2)[C:9]1=[O:19])[C:2]1[CH:7]=[CH:6][CH:5]=[CH:4][CH:3]=1. (5) Given the reactants [C:1]([CH:3]([C:5]1[CH:6]=[C:7]([CH:12]=[CH:13][CH:14]=1)[C:8]([O:10][CH3:11])=[O:9])[CH3:4])#[N:2].C[O-].[Na+].Br[CH2:19][CH:20]1[CH2:22][CH2:21]1.[H-].[Na+], predict the reaction product. The product is: [C:1]([C:3]([C:5]1[CH:6]=[C:7]([CH:12]=[CH:13][CH:14]=1)[C:8]([O:10][CH3:11])=[O:9])([CH3:4])[CH2:19][CH:20]1[CH2:22][CH2:21]1)#[N:2]. (6) Given the reactants [Cl:1][C:2]1[CH:13]=[C:12]([O:14][C:15]([F:18])([F:17])[F:16])[CH:11]=[CH:10][C:3]=1[O:4][CH2:5][C:6](OC)=[O:7].[H-].C([Al+]CC(C)C)C(C)C, predict the reaction product. The product is: [Cl:1][C:2]1[CH:13]=[C:12]([O:14][C:15]([F:16])([F:18])[F:17])[CH:11]=[CH:10][C:3]=1[O:4][CH2:5][CH2:6][OH:7].